This data is from Reaction yield outcomes from USPTO patents with 853,638 reactions. The task is: Predict the reaction yield, written as a fraction of the theoretical maximum amount of product (1.0 means a 100% yield; for example, 0.34 means a 34% yield). The product is [Cl:13][C:14]1[C:19]([Cl:20])=[C:18]([S:29][CH3:28])[C:17]([C:21]2[O:22][C:23]([CH2:26][CH3:27])=[CH:24][N:25]=2)=[CH:16][N:15]=1. The reactants are C([Li])CCC.C(NC(C)C)(C)C.[Cl:13][C:14]1[C:19]([Cl:20])=[CH:18][C:17]([C:21]2[O:22][C:23]([CH2:26][CH3:27])=[CH:24][N:25]=2)=[CH:16][N:15]=1.[CH3:28][S:29](=O)(SC)=O. The catalyst is C1COCC1.[NH4+].[Cl-]. The yield is 0.200.